From a dataset of Reaction yield outcomes from USPTO patents with 853,638 reactions. Predict the reaction yield, written as a fraction of the theoretical maximum amount of product (1.0 means a 100% yield; for example, 0.34 means a 34% yield). (1) The reactants are [CH2:1]([C:3]1[N:4]=[CH:5][S:6][C:7]=1[CH2:8][S:9][C:10]1[N:15]=[C:14]([OH:16])[CH:13]=[C:12]([C:17]([F:20])([F:19])[F:18])[N:11]=1)[CH3:2].C(Cl)(Cl)(Cl)Cl.C(Cl)Cl.[Br:29]Br.S([O-])([O-])(=O)=S.[Na+].[Na+]. The catalyst is C(Cl)Cl.O. The product is [Br:29][C:13]1[C:14]([OH:16])=[N:15][C:10]([S:9][CH2:8][C:7]2[S:6][CH:5]=[N:4][C:3]=2[CH2:1][CH3:2])=[N:11][C:12]=1[C:17]([F:20])([F:19])[F:18]. The yield is 0.120. (2) The reactants are [CH3:1][C:2]([Si:5]([CH3:26])([CH3:25])[O:6][CH2:7][C:8]1[CH:13]=[CH:12][C:11]([C:14]2[CH:19]=[C:18]([O:20][CH3:21])[CH:17]=[CH:16][C:15]=2[F:22])=[C:10]([CH2:23][OH:24])[CH:9]=1)([CH3:4])[CH3:3].C(Cl)Cl.C(O)(=O)C.C(O)(=O)C.IC1C=CC=CC=1.CC1(C)N([O])C(C)(C)CCC1. The catalyst is CCOC(C)=O. The product is [CH3:4][C:2]([Si:5]([CH3:25])([CH3:26])[O:6][CH2:7][C:8]1[CH:9]=[C:10]([CH:23]=[O:24])[C:11]([C:14]2[CH:19]=[C:18]([O:20][CH3:21])[CH:17]=[CH:16][C:15]=2[F:22])=[CH:12][CH:13]=1)([CH3:1])[CH3:3]. The yield is 0.870. (3) The yield is 0.860. The reactants are [CH2:1]1[C:9]2[C:4](=[CH:5][CH:6]=[CH:7][CH:8]=2)[CH2:3][CH:2]1[NH:10][C:11]([C:13]1[CH:35]=[CH:34][C:16]([O:17][C:18]2[CH:27]=[C:26]3[C:21]([CH:22]([C:28]([O:30]C)=[O:29])[CH2:23][CH2:24][O:25]3)=[CH:20][C:19]=2[C:32]#[N:33])=[CH:15][CH:14]=1)=[O:12].[OH-].[Na+].O.CO. The product is [CH2:1]1[C:9]2[C:4](=[CH:5][CH:6]=[CH:7][CH:8]=2)[CH2:3][CH:2]1[NH:10][C:11]([C:13]1[CH:35]=[CH:34][C:16]([O:17][C:18]2[CH:27]=[C:26]3[C:21]([CH:22]([C:28]([OH:30])=[O:29])[CH2:23][CH2:24][O:25]3)=[CH:20][C:19]=2[C:32]#[N:33])=[CH:15][CH:14]=1)=[O:12]. The catalyst is C1COCC1.Cl.C(OCC)(=O)C. (4) The reactants are [F:1][C:2]([F:21])([F:20])[C:3]1[CH:8]=[CH:7][C:6]([C:9]2[C:17]3[O:16][CH:15]([CH2:18][NH2:19])[CH2:14][C:13]=3[CH:12]=[CH:11][CH:10]=2)=[CH:5][CH:4]=1.C(N(C(C)C)CC)(C)C.Cl[C:32]([O:34][CH2:35][C:36]1[CH:41]=[CH:40][CH:39]=[CH:38][CH:37]=1)=[O:33].C(OC(=O)NCC1CC2C=CC=C(C3CCCC3)C=2O1)C1C=CC=CC=1. No catalyst specified. The product is [F:21][C:2]([F:20])([F:1])[C:3]1[CH:4]=[CH:5][C:6]([C:9]2[C:17]3[O:16][CH:15]([CH2:18][NH:19][C:32](=[O:33])[O:34][CH2:35][C:36]4[CH:41]=[CH:40][CH:39]=[CH:38][CH:37]=4)[CH2:14][C:13]=3[CH:12]=[CH:11][CH:10]=2)=[CH:7][CH:8]=1. The yield is 0.910. (5) The reactants are [CH:1]1([C@@H:7]2[NH:12][C:11](=[O:13])[C@H:10]([CH2:14][CH:15]([CH3:17])[CH3:16])[NH:9][CH2:8]2)[CH2:6][CH2:5][CH2:4][CH2:3][CH2:2]1.[F:18][C:19]1[CH:24]=[CH:23][C:22]([C:25]2[CH:29]=[C:28]([C:30](O)=[O:31])[O:27][N:26]=2)=[CH:21][CH:20]=1.C([C@@H]1N(C(=O)/C=C/C2C=CC=CC=2)C[C@H](CC(C)C)NC1=O)C(C)C. No catalyst specified. The product is [CH:1]1([C@@H:7]2[NH:12][C:11](=[O:13])[C@H:10]([CH2:14][CH:15]([CH3:17])[CH3:16])[N:9]([C:30]([C:28]3[O:27][N:26]=[C:25]([C:22]4[CH:23]=[CH:24][C:19]([F:18])=[CH:20][CH:21]=4)[CH:29]=3)=[O:31])[CH2:8]2)[CH2:2][CH2:3][CH2:4][CH2:5][CH2:6]1. The yield is 0.680. (6) The reactants are [B:10]1([B:10]2[O:14][C:13]([CH3:16])([CH3:15])[C:12]([CH3:18])([CH3:17])[O:11]2)[O:14][C:13]([CH3:16])([CH3:15])[C:12]([CH3:18])([CH3:17])[O:11]1.Br[C:20]1[CH:21]=[C:22]([NH:28][C:29]2[CH:34]=[CH:33][N:32]=[C:31]([CH3:35])[N:30]=2)[C:23](=[O:27])[N:24]([CH3:26])[CH:25]=1.CC(C1C=C(C(C)C)C(C2C=CC=CC=2P(C2CCCCC2)C2CCCCC2)=C(C(C)C)C=1)C.C([O-])(=O)C.[K+]. The catalyst is C1C=CC(/C=C/C(/C=C/C2C=CC=CC=2)=O)=CC=1.C1C=CC(/C=C/C(/C=C/C2C=CC=CC=2)=O)=CC=1.C1C=CC(/C=C/C(/C=C/C2C=CC=CC=2)=O)=CC=1.[Pd].[Pd].O1CCOCC1. The product is [CH3:26][N:24]1[CH:25]=[C:20]([B:10]2[O:11][C:12]([CH3:17])([CH3:18])[C:13]([CH3:15])([CH3:16])[O:14]2)[CH:21]=[C:22]([NH:28][C:29]2[CH:34]=[CH:33][N:32]=[C:31]([CH3:35])[N:30]=2)[C:23]1=[O:27]. The yield is 0.840. (7) The product is [ClH:33].[Br:1][C:2]1[C:10]2[N:9]([CH2:11][C:12]([NH:14][C:15]3[S:16][CH:17]=[C:18]([CH3:20])[N:19]=3)=[O:13])[C:8]3[CH2:21][CH2:22][NH:23][CH2:24][CH2:25][C:7]=3[C:6]=2[CH:5]=[CH:4][CH:3]=1. The catalyst is CCOC(C)=O.O1CCOCC1. The reactants are [Br:1][C:2]1[C:10]2[N:9]([CH2:11][C:12]([NH:14][C:15]3[S:16][CH:17]=[C:18]([CH3:20])[N:19]=3)=[O:13])[C:8]3[CH2:21][CH2:22][N:23](C(OC(C)(C)C)=O)[CH2:24][CH2:25][C:7]=3[C:6]=2[CH:5]=[CH:4][CH:3]=1.[ClH:33]. The yield is 0.940. (8) The reactants are C[Si]([N-][Si](C)(C)C)(C)C.[Li+].[CH2:11]([O:13][C:14]1[CH:15]=[C:16]([C:22]([C:24]2[CH:29]=[CH:28][C:27]([O:30][CH3:31])=[C:26]([N+:32]([O-:34])=[O:33])[CH:25]=2)=O)[CH:17]=[CH:18][C:19]=1[O:20][CH3:21])[CH3:12].[CH2:35]1COC[CH2:36]1. The catalyst is [Br-].C([P+](C1C=CC=CC=1)(C1C=CC=CC=1)C1C=CC=CC=1)C. The product is [CH2:11]([O:13][C:14]1[CH:15]=[C:16]([C:22]([C:24]2[CH:29]=[CH:28][C:27]([O:30][CH3:31])=[C:26]([N+:32]([O-:34])=[O:33])[CH:25]=2)=[CH:35][CH3:36])[CH:17]=[CH:18][C:19]=1[O:20][CH3:21])[CH3:12]. The yield is 0.770.